Task: Regression. Given a peptide amino acid sequence and an MHC pseudo amino acid sequence, predict their binding affinity value. This is MHC class I binding data.. Dataset: Peptide-MHC class I binding affinity with 185,985 pairs from IEDB/IMGT The peptide sequence is CVFAYVGCY. The MHC is HLA-A11:01 with pseudo-sequence HLA-A11:01. The binding affinity (normalized) is 0.0554.